Dataset: Peptide-MHC class I binding affinity with 185,985 pairs from IEDB/IMGT. Task: Regression. Given a peptide amino acid sequence and an MHC pseudo amino acid sequence, predict their binding affinity value. This is MHC class I binding data. (1) The peptide sequence is FPYSTFPII. The MHC is HLA-A03:01 with pseudo-sequence HLA-A03:01. The binding affinity (normalized) is 0. (2) The peptide sequence is KQIVQRHLV. The MHC is Mamu-B08 with pseudo-sequence Mamu-B08. The binding affinity (normalized) is 0.348. (3) The peptide sequence is HHSDDALFI. The MHC is HLA-A02:03 with pseudo-sequence HLA-A02:03. The binding affinity (normalized) is 0.0847. (4) The peptide sequence is VCKNFLKQV. The MHC is H-2-Db with pseudo-sequence H-2-Db. The binding affinity (normalized) is 0. (5) The peptide sequence is PLAENTNSV. The MHC is HLA-A02:03 with pseudo-sequence HLA-A02:03. The binding affinity (normalized) is 0.664. (6) The peptide sequence is RRWIQLGLQK. The MHC is Mamu-B1001 with pseudo-sequence Mamu-B1001. The binding affinity (normalized) is 0.